From a dataset of Reaction yield outcomes from USPTO patents with 853,638 reactions. Predict the reaction yield, written as a fraction of the theoretical maximum amount of product (1.0 means a 100% yield; for example, 0.34 means a 34% yield). The reactants are [C:1]1([CH2:7][C:8]([NH:10][C@@H:11]2[C:38](=[O:39])[N:13]3[C:14]([C:26]([O:28]CC4C=CC(OC)=CC=4)=[O:27])=[C:15]([CH:18]=[CH:19][C:20]4[O:24][N:23]=[C:22]([CH3:25])[CH:21]=4)[CH2:16][S:17][C@H:12]23)=[S:9])[CH:6]=[CH:5][CH:4]=[CH:3][CH:2]=1.FC(F)(F)C(O)=O. The catalyst is C1(OC)C=CC=CC=1. The product is [C:1]1([CH2:7][C:8]([NH:10][C@@H:11]2[C:38](=[O:39])[N:13]3[C:14]([C:26]([OH:28])=[O:27])=[C:15]([CH:18]=[CH:19][C:20]4[O:24][N:23]=[C:22]([CH3:25])[CH:21]=4)[CH2:16][S:17][C@H:12]23)=[S:9])[CH:2]=[CH:3][CH:4]=[CH:5][CH:6]=1. The yield is 0.623.